This data is from Reaction yield outcomes from USPTO patents with 853,638 reactions. The task is: Predict the reaction yield, written as a fraction of the theoretical maximum amount of product (1.0 means a 100% yield; for example, 0.34 means a 34% yield). (1) The reactants are C1(OC(=O)[N:9]([C:19]2[CH:24]=[C:23]([O:25][C:26]3[CH:31]=[CH:30][C:29]([NH:32][C:33]([C:35]4([C:38](=[O:47])[NH:39][C:40]5[CH:45]=[CH:44][C:43]([F:46])=[CH:42][CH:41]=5)[CH2:37][CH2:36]4)=[O:34])=[CH:28][CH:27]=3)[CH:22]=[CH:21][N:20]=2)[C:10](OC2C=CC=CC=2)=[O:11])C=CC=CC=1.Cl.Cl.Cl.[N:52]1([CH2:56][CH2:57][N:58]2[CH2:63][CH2:62][NH:61][CH2:60][CH2:59]2)[CH2:55][CH2:54][CH2:53]1.C(N(CC)CC)C.O. The catalyst is CN(C)C=O. The product is [N:52]1([CH2:56][CH2:57][N:58]2[CH2:59][CH2:60][N:61]([C:10]([NH:9][C:19]3[CH:24]=[C:23]([O:25][C:26]4[CH:31]=[CH:30][C:29]([NH:32][C:33]([C:35]5([C:38]([NH:39][C:40]6[CH:41]=[CH:42][C:43]([F:46])=[CH:44][CH:45]=6)=[O:47])[CH2:37][CH2:36]5)=[O:34])=[CH:28][CH:27]=4)[CH:22]=[CH:21][N:20]=3)=[O:11])[CH2:62][CH2:63]2)[CH2:53][CH2:54][CH2:55]1. The yield is 0.512. (2) The reactants are [CH2:1]1[C:10]2[C:5](=[CH:6][CH:7]=[CH:8][CH:9]=2)[CH2:4][CH2:3][NH:2]1.C([O-])([O-])=O.[K+].[K+].Cl[CH2:18][C@H:19]1[CH2:21][O:20]1. The catalyst is CO. The product is [O:20]1[CH2:21][C@H:19]1[CH2:18][N:2]1[CH2:3][CH2:4][C:5]2[C:10](=[CH:9][CH:8]=[CH:7][CH:6]=2)[CH2:1]1. The yield is 0.700. (3) The reactants are [Cl-].O[NH3+:3].[C:4](=[O:7])([O-])[OH:5].[Na+].CS(C)=O.[CH2:13]([C:17]1[N:18]=[C:19]([CH3:45])[N:20]([CH2:39][CH:40]2[CH2:44][CH2:43][CH2:42][O:41]2)[C:21](=[O:38])[C:22]=1[CH2:23][C:24]1[CH:29]=[CH:28][C:27]([C:30]2[C:31]([C:36]#[N:37])=[CH:32][CH:33]=[CH:34][CH:35]=2)=[CH:26][CH:25]=1)[CH2:14][CH2:15][CH3:16]. The catalyst is C(OCC)(=O)C. The product is [CH2:13]([C:17]1[N:18]=[C:19]([CH3:45])[N:20]([CH2:39][CH:40]2[CH2:44][CH2:43][CH2:42][O:41]2)[C:21](=[O:38])[C:22]=1[CH2:23][C:24]1[CH:25]=[CH:26][C:27]([C:30]2[CH:35]=[CH:34][CH:33]=[CH:32][C:31]=2[C:36]2[NH:3][C:4](=[O:7])[O:5][N:37]=2)=[CH:28][CH:29]=1)[CH2:14][CH2:15][CH3:16]. The yield is 0.890. (4) The catalyst is C1COCC1. The product is [F:20][CH:21]([F:31])[O:22][C:23]1[CH:24]=[C:25]([CH:26]([C:9]2([C:4]3[CH:5]=[C:6]([F:8])[CH:7]=[C:2]([F:1])[CH:3]=3)[S:10][CH2:11][CH2:12][CH2:13][S:14]2)[OH:27])[CH:28]=[CH:29][CH:30]=1. The yield is 0.570. The reactants are [F:1][C:2]1[CH:3]=[C:4]([CH:9]2[S:14][CH2:13][CH2:12][CH2:11][S:10]2)[CH:5]=[C:6]([F:8])[CH:7]=1.[Li]CCCC.[F:20][CH:21]([F:31])[O:22][C:23]1[CH:24]=[C:25]([CH:28]=[CH:29][CH:30]=1)[CH:26]=[O:27].